Task: Predict the reaction yield, written as a fraction of the theoretical maximum amount of product (1.0 means a 100% yield; for example, 0.34 means a 34% yield).. Dataset: Reaction yield outcomes from USPTO patents with 853,638 reactions The reactants are [Br:1][C:2]1[CH:7]=[CH:6][C:5]([CH:8]([OH:10])[CH3:9])=[C:4]([CH3:11])[CH:3]=1.[C:12]1(O)[CH:17]=[CH:16][CH:15]=[CH:14][CH:13]=1.C1(P(C2C=CC=CC=2)C2C=CC=CC=2)C=CC=CC=1.N(C(OC(C)C)=O)=NC(OC(C)C)=O. The catalyst is O1CCCC1.O. The product is [Br:1][C:2]1[CH:7]=[CH:6][C:5]([CH:8]([O:10][C:12]2[CH:17]=[CH:16][CH:15]=[CH:14][CH:13]=2)[CH3:9])=[C:4]([CH3:11])[CH:3]=1. The yield is 0.360.